The task is: Predict the product of the given reaction.. This data is from Forward reaction prediction with 1.9M reactions from USPTO patents (1976-2016). (1) The product is: [CH2:1]([N:8]1[CH:12]=[C:11]([CH2:13][OH:14])[C:10]([O:18][CH2:19][C:20]2[CH:25]=[CH:24][C:23]([O:26][CH3:27])=[C:22]([O:28][CH2:29][C:30]3[N:31]=[C:32]([C:36]4[O:37][CH:38]=[CH:39][CH:40]=4)[O:33][C:34]=3[CH3:35])[CH:21]=2)=[N:9]1)[C:2]1[CH:3]=[CH:4][CH:5]=[CH:6][CH:7]=1. Given the reactants [CH2:1]([N:8]1[CH:12]=[C:11]([C:13](OCC)=[O:14])[C:10]([O:18][CH2:19][C:20]2[CH:25]=[CH:24][C:23]([O:26][CH3:27])=[C:22]([O:28][CH2:29][C:30]3[N:31]=[C:32]([C:36]4[O:37][CH:38]=[CH:39][CH:40]=4)[O:33][C:34]=3[CH3:35])[CH:21]=2)=[N:9]1)[C:2]1[CH:7]=[CH:6][CH:5]=[CH:4][CH:3]=1.[H-].[Al+3].[Li+].[H-].[H-].[H-].O.O.O.O.O.O.O.O.O.O.S([O-])([O-])(=O)=O.[Na+].[Na+], predict the reaction product. (2) Given the reactants [CH3:1][N:2]1[C:6]([C:7]2[CH:8]=[C:9]([NH:13][C:14](=[O:27])/[CH:15]=[CH:16]/[C:17]3[C:26]4[C:21](=[CH:22][CH:23]=[CH:24][CH:25]=4)[CH:20]=[CH:19][CH:18]=3)[CH:10]=[CH:11][CH:12]=2)=[CH:5][N:4]=[C:3]1[CH3:28], predict the reaction product. The product is: [CH3:1][N:2]1[C:6]([C:7]2[CH:8]=[C:9]([NH:13][C:14](=[O:27])[CH2:15][CH2:16][C:17]3[C:26]4[C:21](=[CH:22][CH:23]=[CH:24][CH:25]=4)[CH:20]=[CH:19][CH:18]=3)[CH:10]=[CH:11][CH:12]=2)=[CH:5][N:4]=[C:3]1[CH3:28].